Dataset: Catalyst prediction with 721,799 reactions and 888 catalyst types from USPTO. Task: Predict which catalyst facilitates the given reaction. (1) Reactant: [CH:1]1([C:5](=[O:20])[CH2:6][C:7]2[CH:12]=[CH:11][C:10]([O:13][CH:14]3[CH2:19][CH2:18][CH2:17][CH2:16][CH2:15]3)=[CH:9][CH:8]=2)[CH2:4][CH2:3][CH2:2]1.C(N(CC)CC)C.[C:28]([O:32][CH2:33][CH3:34])(=[O:31])[CH:29]=[O:30]. Product: [CH2:33]([O:32][C:28](=[O:31])[CH:29]([OH:30])[CH:6]([C:7]1[CH:8]=[CH:9][C:10]([O:13][CH:14]2[CH2:15][CH2:16][CH2:17][CH2:18][CH2:19]2)=[CH:11][CH:12]=1)[C:5]([CH:1]1[CH2:2][CH2:3][CH2:4]1)=[O:20])[CH3:34]. The catalyst class is: 1. (2) Reactant: O=[C:2]1[CH2:7][CH2:6][N:5]([C:8]([O:10][CH2:11][C:12]2[CH:17]=[CH:16][CH:15]=[CH:14][CH:13]=2)=[O:9])[CH2:4][CH2:3]1.[NH2:18][C:19]([CH3:23])([CH3:22])[CH2:20][OH:21].CC(O)=O.C([BH3-])#N.[Na+].C([O-])(O)=O.[Na+].[OH-].[Na+]. Product: [OH:21][CH2:20][C:19]([NH:18][CH:2]1[CH2:7][CH2:6][N:5]([C:8]([O:10][CH2:11][C:12]2[CH:17]=[CH:16][CH:15]=[CH:14][CH:13]=2)=[O:9])[CH2:4][CH2:3]1)([CH3:23])[CH3:22]. The catalyst class is: 5. (3) Reactant: [Cl:1][C:2]1[C:3]([CH:27]=[CH2:28])=[C:4]([CH:8]=[C:9]([CH2:15][C:16]2[CH:21]=[CH:20][C:19]([N:22]3[CH:26]=[CH:25][CH:24]=[N:23]3)=[CH:18][CH:17]=2)[C:10]=1[C:11]([F:14])([F:13])[F:12])[C:5]([OH:7])=O.Cl.[NH2:30][C@@H:31]1[CH2:36][CH2:35][CH2:34][CH2:33][C@H:32]1[OH:37].ON1C2C=CC=CC=2N=N1.Cl.CN(C)CCCN=C=NCC. Product: [Cl:1][C:2]1[C:3]([CH:27]=[CH2:28])=[C:4]([CH:8]=[C:9]([CH2:15][C:16]2[CH:17]=[CH:18][C:19]([N:22]3[CH:26]=[CH:25][CH:24]=[N:23]3)=[CH:20][CH:21]=2)[C:10]=1[C:11]([F:14])([F:12])[F:13])[C:5]([NH:30][C@@H:31]1[CH2:36][CH2:35][CH2:34][CH2:33][C@H:32]1[OH:37])=[O:7]. The catalyst class is: 884. (4) Reactant: [NH:1]1[CH2:6][CH2:5][O:4][CH2:3][CH2:2]1.F[C:8]1[CH:13]=[CH:12][C:11]([N+:14]([O-:16])=[O:15])=[CH:10][CH:9]=1.O. The catalyst class is: 16. Product: [N+:14]([C:11]1[CH:12]=[CH:13][C:8]([N:1]2[CH2:6][CH2:5][O:4][CH2:3][CH2:2]2)=[CH:9][CH:10]=1)([O-:16])=[O:15]. (5) Reactant: [NH2:1][C:2]1[C:11]2[C:6](=[CH:7][CH:8]=[CH:9][C:10]=2[O:12][CH2:13][C:14]([NH:17][C:18](=[O:31])[C:19]2[CH:24]=[C:23]([O:25][CH3:26])[CH:22]=[C:21]([O:27][CH2:28][CH2:29][OH:30])[CH:20]=2)([CH3:16])[CH3:15])[N:5]=[C:4]([CH3:32])[C:3]=1[C:33]([OH:35])=[O:34].[ClH:36]. Product: [ClH:36].[NH2:1][C:2]1[C:11]2[C:6](=[CH:7][CH:8]=[CH:9][C:10]=2[O:12][CH2:13][C:14]([NH:17][C:18](=[O:31])[C:19]2[CH:24]=[C:23]([O:25][CH3:26])[CH:22]=[C:21]([O:27][CH2:28][CH2:29][OH:30])[CH:20]=2)([CH3:15])[CH3:16])[N:5]=[C:4]([CH3:32])[C:3]=1[C:33]([OH:35])=[O:34]. The catalyst class is: 14.